From a dataset of Forward reaction prediction with 1.9M reactions from USPTO patents (1976-2016). Predict the product of the given reaction. (1) The product is: [NH2:14][C:12]1[C:11]2[NH:22][C:23](=[O:32])[N:24]([CH2:25][C:26]3[CH:27]=[CH:28][CH:29]=[CH:30][CH:31]=3)[C:10]=2[CH:9]=[C:8]([C:6]2[O:1][N:2]=[C:3]([CH3:4])[N:5]=2)[N:13]=1. Given the reactants [OH:1][N:2]=[C:3]([NH:5][C:6]([C:8]1[N:13]=[C:12]([NH:14]CC2C=CC=CC=2)[C:11]2[NH:22][C:23](=[O:32])[N:24]([CH2:25][C:26]3[CH:31]=[CH:30][CH:29]=[CH:28][CH:27]=3)[C:10]=2[CH:9]=1)=O)[CH3:4], predict the reaction product. (2) Given the reactants [Cl:1][C:2]1[C:3]([CH3:12])=[C:4]([S:8](Cl)(=[O:10])=[O:9])[CH:5]=[CH:6][CH:7]=1.[F:13][C:14]1[N:15]=[C:16]([O:21][CH3:22])[C:17]([NH2:20])=[N:18][CH:19]=1, predict the reaction product. The product is: [Cl:1][C:2]1[C:3]([CH3:12])=[C:4]([S:8]([NH:20][C:17]2[C:16]([O:21][CH3:22])=[N:15][C:14]([F:13])=[CH:19][N:18]=2)(=[O:10])=[O:9])[CH:5]=[CH:6][CH:7]=1. (3) Given the reactants [CH2:1]([O:8][C:9]1[CH:10]=[C:11]([S:22][CH2:23][CH2:24][C:25](OC)=O)[CH:12]=[N:13][C:14]=1[NH:15][C:16]1[S:17][CH:18]=[C:19]([CH3:21])[N:20]=1)[C:2]1[CH:7]=[CH:6][CH:5]=[CH:4][CH:3]=1.CC([O-])(C)C.[K+].BrC[C:37]1C=C[CH:40]=[C:39]([Cl:43])[CH:38]=1.Cl, predict the reaction product. The product is: [ClH:43].[Cl:43][C:39]1[CH:40]=[C:24]([CH:25]=[CH:37][CH:38]=1)[CH2:23][S:22][C:11]1[CH:10]=[C:9]([O:8][CH2:1][C:2]2[CH:7]=[CH:6][CH:5]=[CH:4][CH:3]=2)[C:14]([NH:15][C:16]2[S:17][CH:18]=[C:19]([CH3:21])[N:20]=2)=[N:13][CH:12]=1. (4) Given the reactants [Cl:1][C:2]1[CH:7]=[CH:6][C:5]([S:8]([N:11]([CH2:22][C:23]2[CH:28]=[CH:27][C:26]([C:29]#[N:30])=[CH:25][C:24]=2[F:31])[C@@H:12]2[CH2:18][C:17]([F:20])([F:19])[CH2:16][CH2:15][NH:14][C:13]2=[O:21])(=[O:10])=[O:9])=[CH:4][CH:3]=1.[CH2:32]([OH:34])[CH3:33], predict the reaction product. The product is: [ClH:1].[CH2:32]([O:34][C:29](=[NH:30])[C:26]1[CH:27]=[CH:28][C:23]([CH2:22][N:11]([S:8]([C:5]2[CH:6]=[CH:7][C:2]([Cl:1])=[CH:3][CH:4]=2)(=[O:9])=[O:10])[C@@H:12]2[CH2:18][C:17]([F:20])([F:19])[CH2:16][CH2:15][NH:14][C:13]2=[O:21])=[C:24]([F:31])[CH:25]=1)[CH3:33]. (5) Given the reactants [CH2:1]([O:3][S:4]([CH2:7]P(OCC)(OCC)=O)(=[O:6])=[O:5])[CH3:2].C([Li])CCC.[Cl:21][C:22]1[N:30]=[CH:29][N:28]=[C:27]2[C:23]=1[N:24]=[CH:25][N:26]2[CH:31]1[CH:35]2[O:36][C:37]([CH3:40])([CH3:39])[O:38][CH:34]2[CH:33]([CH:41]=O)[O:32]1, predict the reaction product. The product is: [Cl:21][C:22]1[N:30]=[CH:29][N:28]=[C:27]2[C:23]=1[N:24]=[CH:25][N:26]2[C@H:31]1[C@@H:35]2[O:36][C:37]([CH3:40])([CH3:39])[O:38][C@@H:34]2[C@@H:33]([CH:41]=[CH:7][S:4]([O:3][CH2:1][CH3:2])(=[O:5])=[O:6])[O:32]1. (6) The product is: [Cl:1][CH2:2][CH2:3][CH2:4][C:5]1[C:14]2[C:13](=[CH:12][CH:11]=[C:10]([F:9])[CH:15]=2)[NH:16][CH:6]=1. Given the reactants [Cl:1][CH2:2][CH2:3][CH2:4][CH2:5][CH:6]=O.Cl.[F:9][C:10]1[CH:15]=[CH:14][C:13]([NH:16]N)=[CH:12][CH:11]=1.C1(C)C=CC=CC=1.P(=O)(O)(O)O, predict the reaction product. (7) Given the reactants Br[C:2]1[CH:3]=[CH:4][C:5]([CH2:8][N:9]2[C:17]3[C:12](=[CH:13][C:14]([Cl:23])=[CH:15][C:16]=3[C:18]([O:20][CH2:21][CH3:22])=[O:19])[CH:11]=[CH:10]2)=[N:6][CH:7]=1.CC1(C)C2C=CC=C(P(C3C=CC=CC=3)C3C=CC=CC=3)C=2OC2C1=CC=CC=2P(C1C=CC=CC=1)C1C=CC=CC=1.CC(C)([O-])C.[Na+].[NH:72]1[CH2:77][CH2:76][CH2:75][CH2:74][CH2:73]1, predict the reaction product. The product is: [Cl:23][C:14]1[CH:13]=[C:12]2[C:17](=[C:16]([C:18]([O:20][CH2:21][CH3:22])=[O:19])[CH:15]=1)[N:9]([CH2:8][C:5]1[CH:4]=[CH:3][C:2]([N:72]3[CH2:77][CH2:76][CH2:75][CH2:74][CH2:73]3)=[CH:7][N:6]=1)[CH:10]=[CH:11]2. (8) Given the reactants C([O:8][C:9]1[CH:10]=[C:11]2[C:15](=[CH:16][CH:17]=1)[N:14]([C:18]1[CH:23]=[CH:22][C:21](Br)=[CH:20][CH:19]=1)[CH:13]=[CH:12]2)C1C=CC=CC=1, predict the reaction product. The product is: [C:18]1([N:14]2[C:15]3[C:11](=[CH:10][C:9]([OH:8])=[CH:17][CH:16]=3)[CH:12]=[CH:13]2)[CH:23]=[CH:22][CH:21]=[CH:20][CH:19]=1. (9) Given the reactants [CH:1]1([C:4]2[C:9]([C:10](O)=[O:11])=[CH:8][N:7]=[C:6]([C:13]3[C:21]4[C:16](=[CH:17][CH:18]=[C:19]([C:22]5[O:23][C:24]([NH:27][CH:28]([CH3:30])[CH3:29])=[N:25][N:26]=5)[CH:20]=4)[N:15]([S:31]([C:34]4[CH:40]=[CH:39][C:37]([CH3:38])=[CH:36][CH:35]=4)(=[O:33])=[O:32])[CH:14]=3)[N:5]=2)[CH2:3][CH2:2]1.C1C[N:44]([P+](ON2N=NC3C=CC=CC2=3)(N2CCCC2)N2CCCC2)CC1.F[P-](F)(F)(F)(F)F.O1CCOCC1.N, predict the reaction product. The product is: [CH:1]1([C:4]2[C:9]([C:10]([NH2:44])=[O:11])=[CH:8][N:7]=[C:6]([C:13]3[C:21]4[C:16](=[CH:17][CH:18]=[C:19]([C:22]5[O:23][C:24]([NH:27][CH:28]([CH3:29])[CH3:30])=[N:25][N:26]=5)[CH:20]=4)[N:15]([S:31]([C:34]4[CH:40]=[CH:39][C:37]([CH3:38])=[CH:36][CH:35]=4)(=[O:33])=[O:32])[CH:14]=3)[N:5]=2)[CH2:3][CH2:2]1.